This data is from Forward reaction prediction with 1.9M reactions from USPTO patents (1976-2016). The task is: Predict the product of the given reaction. (1) The product is: [C:1]([O:5][C:6]([NH:8][C:9]1[S:10][C:11]([Cl:67])=[C:12]([C:14](=[N:46][O:47][C:48]([C:61]2[CH:66]=[CH:65][CH:64]=[CH:63][CH:62]=2)([C:55]2[CH:56]=[CH:57][CH:58]=[CH:59][CH:60]=2)[C:49]2[CH:50]=[CH:51][CH:52]=[CH:53][CH:54]=2)[C:15]([NH:17][C@@H:18]2[C:25](=[O:26])[N:24]3[C@@H:19]2[S:20][CH2:21][C:22](/[CH:43]=[CH:44]/[O:45][S:76]([C:75]([F:88])([F:87])[F:74])(=[O:78])=[O:77])=[C:23]3[C:27]([O:29][CH:30]([C:31]2[CH:36]=[CH:35][CH:34]=[CH:33][CH:32]=2)[C:37]2[CH:42]=[CH:41][CH:40]=[CH:39][CH:38]=2)=[O:28])=[O:16])[N:13]=1)=[O:7])([CH3:4])([CH3:2])[CH3:3]. Given the reactants [C:1]([O:5][C:6]([NH:8][C:9]1[S:10][C:11]([Cl:67])=[C:12]([C:14](=[N:46][O:47][C:48]([C:61]2[CH:66]=[CH:65][CH:64]=[CH:63][CH:62]=2)([C:55]2[CH:60]=[CH:59][CH:58]=[CH:57][CH:56]=2)[C:49]2[CH:54]=[CH:53][CH:52]=[CH:51][CH:50]=2)[C:15]([NH:17][C@@H:18]2[C:25](=[O:26])[N:24]3[C@@H:19]2[S:20][CH2:21][C:22]([CH2:43][CH:44]=[O:45])=[C:23]3[C:27]([O:29][CH:30]([C:37]2[CH:42]=[CH:41][CH:40]=[CH:39][CH:38]=2)[C:31]2[CH:36]=[CH:35][CH:34]=[CH:33][CH:32]=2)=[O:28])=[O:16])[N:13]=1)=[O:7])([CH3:4])([CH3:3])[CH3:2].N1C=CC=CC=1.[F:74][C:75]([F:88])([F:87])[S:76](O[S:76]([C:75]([F:88])([F:87])[F:74])(=[O:78])=[O:77])(=[O:78])=[O:77].Cl, predict the reaction product. (2) Given the reactants [F:1][C:2]([F:33])([F:32])[CH2:3][C:4]1[CH:9]=[CH:8][C:7]([CH:10]2[CH2:15][N:14]([C:16]([O:18]C3C=CC([N+]([O-])=O)=CC=3)=O)[CH2:13][CH:12]([C:28]([O:30][CH3:31])=[O:29])[CH2:11]2)=[CH:6][CH:5]=1.[NH:34]1[CH2:39][CH2:38][S:37][CH2:36][CH2:35]1.C(N(CC)C(C)C)(C)C, predict the reaction product. The product is: [N:34]1([C:16]([N:14]2[CH2:15][CH:10]([C:7]3[CH:8]=[CH:9][C:4]([CH2:3][C:2]([F:32])([F:33])[F:1])=[CH:5][CH:6]=3)[CH2:11][CH:12]([C:28]([O:30][CH3:31])=[O:29])[CH2:13]2)=[O:18])[CH2:39][CH2:38][S:37][CH2:36][CH2:35]1. (3) Given the reactants C[O:2][C:3](=[O:41])[C:4]1[CH:9]=[CH:8][C:7]([O:10][CH2:11][CH2:12][CH2:13][O:14]/[N:15]=[CH:16]/[C:17]2[CH:22]=[CH:21][C:20]([C:23](F)(F)F)=[CH:19][CH:18]=2)=[CH:6][C:5]=1[NH:27][C:28](=[O:40])[C:29]1[CH:34]=[CH:33][C:32]([O:35][C:36]([F:39])([F:38])[F:37])=[CH:31][CH:30]=1.CO.[OH-].[Li+], predict the reaction product. The product is: [C:20]1([C:23]2[CH:8]=[CH:9][CH:4]=[CH:5][CH:6]=2)[CH:21]=[CH:22][C:17](/[CH:16]=[N:15]/[O:14][CH2:13][CH2:12][CH2:11][O:10][C:7]2[CH:8]=[CH:9][C:4]([C:3]([OH:2])=[O:41])=[C:5]([NH:27][C:28](=[O:40])[C:29]3[CH:30]=[CH:31][C:32]([O:35][C:36]([F:37])([F:38])[F:39])=[CH:33][CH:34]=3)[CH:6]=2)=[CH:18][CH:19]=1. (4) The product is: [C:36]([NH:1][C:2]1[S:3][C:4]2[C:9]([N:10]=1)=[CH:8][CH:7]=[C:6]([O:11][C:12]1[CH:13]=[C:14]([NH:19][C:20](=[O:31])[C:21]3[CH:26]=[CH:25][CH:24]=[C:23]([C:27]([F:30])([F:29])[F:28])[CH:22]=3)[CH:15]=[CH:16][C:17]=1[CH3:18])[N:5]=2)(=[O:35])[CH2:37][OH:38]. Given the reactants [NH2:1][C:2]1[S:3][C:4]2[C:9]([N:10]=1)=[CH:8][CH:7]=[C:6]([O:11][C:12]1[CH:13]=[C:14]([NH:19][C:20](=[O:31])[C:21]3[CH:26]=[CH:25][CH:24]=[C:23]([C:27]([F:30])([F:29])[F:28])[CH:22]=3)[CH:15]=[CH:16][C:17]=1[CH3:18])[N:5]=2.C([O:35][CH2:36][C:37](Cl)=[O:38])(=O)C, predict the reaction product. (5) Given the reactants [OH:1][CH:2]1[CH2:5][N:4]([C:6]2[S:7][CH:8]=[C:9]([C:11](=[O:27])[NH:12][C@H:13]([CH2:18][O:19][Si:20]([C:23]([CH3:26])([CH3:25])[CH3:24])([CH3:22])[CH3:21])[C@@H:14]([CH3:17])[CH2:15][CH3:16])[N:10]=2)[CH2:3]1.[CH3:28][S:29](Cl)(=[O:31])=[O:30].C(N(CC)CC)C, predict the reaction product. The product is: [Si:20]([O:19][CH2:18][C@@H:13]([NH:12][C:11]([C:9]1[N:10]=[C:6]([N:4]2[CH2:3][CH:2]([O:1][S:29]([CH3:28])(=[O:31])=[O:30])[CH2:5]2)[S:7][CH:8]=1)=[O:27])[C@@H:14]([CH3:17])[CH2:15][CH3:16])([C:23]([CH3:25])([CH3:24])[CH3:26])([CH3:22])[CH3:21]. (6) The product is: [CH:9]([CH:1]([Cl:8])[C:2]1[CH:7]=[CH:6][CH:5]=[CH:4][CH:3]=1)=[CH2:10]. Given the reactants [CH2:1]([Cl:8])[C:2]1[CH:7]=[CH:6][CH:5]=[CH:4][CH:3]=1.[CH2:9](O)[CH3:10], predict the reaction product. (7) Given the reactants [OH:1][C:2]1[CH:3]=[CH:4][C:5]2[O:24][CH2:23][C:8]3([CH2:13][CH2:12][N:11]([CH2:14][CH2:15][C:16]([O:18][C:19]([CH3:22])([CH3:21])[CH3:20])=[O:17])[CH2:10][CH2:9]3)[C:6]=2[CH:7]=1.[F:25][C:26]([F:36])([F:35])[C:27]1[CH:34]=[CH:33][CH:32]=[CH:31][C:28]=1[CH2:29]O.CC(OC(/N=N/C(OC(C)C)=O)=O)C.C1(P(C2C=CC=CC=2)C2C=CC=CC=2)C=CC=CC=1, predict the reaction product. The product is: [F:25][C:26]([F:35])([F:36])[C:27]1[CH:34]=[CH:33][CH:32]=[CH:31][C:28]=1[CH2:29][O:1][C:2]1[CH:3]=[CH:4][C:5]2[O:24][CH2:23][C:8]3([CH2:13][CH2:12][N:11]([CH2:14][CH2:15][C:16]([O:18][C:19]([CH3:20])([CH3:21])[CH3:22])=[O:17])[CH2:10][CH2:9]3)[C:6]=2[CH:7]=1.